Task: Predict the reaction yield, written as a fraction of the theoretical maximum amount of product (1.0 means a 100% yield; for example, 0.34 means a 34% yield).. Dataset: Reaction yield outcomes from USPTO patents with 853,638 reactions (1) The reactants are Cl[C:2]1[C:11]2[C:6](=[CH:7][CH:8]=[C:9]([O:12][CH3:13])[CH:10]=2)[N:5]=[C:4]([C:14]2[CH:15]=[N:16][CH:17]=[CH:18][CH:19]=2)[N:3]=1.[NH2:20][C:21]1[S:22][CH:23]=[C:24]([C:26]2[CH:31]=[CH:30][C:29]([Cl:32])=[CH:28][CH:27]=2)[N:25]=1.C([O-])([O-])=O.[Cs+].[Cs+].O. The catalyst is CC(N(C)C)=O. The product is [Cl:32][C:29]1[CH:28]=[CH:27][C:26]([C:24]2[N:25]=[C:21]([NH:20][C:2]3[C:11]4[C:6](=[CH:7][CH:8]=[C:9]([O:12][CH3:13])[CH:10]=4)[N:5]=[C:4]([C:14]4[CH:15]=[N:16][CH:17]=[CH:18][CH:19]=4)[N:3]=3)[S:22][CH:23]=2)=[CH:31][CH:30]=1. The yield is 0.360. (2) The reactants are [N+:1]([C:4]1[CH:9]=[CH:8][C:7]([CH:10]([CH2:15][C:16]([OH:18])=O)[CH2:11][C:12](O)=[O:13])=[CH:6][CH:5]=1)([O-:3])=[O:2].ClC(OC)=O.C([N:26](CC)CC)C.N.CC([O-])=O.[Na+].C(OC(=O)C)(=O)C. The catalyst is O1CCOCC1. The product is [N+:1]([C:4]1[CH:9]=[CH:8][C:7]([CH:10]2[CH2:15][C:16](=[O:18])[NH:26][C:12](=[O:13])[CH2:11]2)=[CH:6][CH:5]=1)([O-:3])=[O:2]. The yield is 0.430.